From a dataset of Forward reaction prediction with 1.9M reactions from USPTO patents (1976-2016). Predict the product of the given reaction. (1) Given the reactants [OH:1][C:2]1[CH:29]=[CH:28][C:5]2[C:6](=[O:27])/[C:7](=[CH:9]/[C:10]3[C:18]4[C:13](=[CH:14][CH:15]=[CH:16][CH:17]=4)[N:12]([CH2:19][O:20][CH2:21][CH2:22][Si:23]([CH3:26])([CH3:25])[CH3:24])[N:11]=3)/[O:8][C:4]=2[C:3]=1[CH2:30][N:31]1[CH2:36][CH2:35][N:34]([C:37]([O:39][C:40]([CH3:43])([CH3:42])[CH3:41])=[O:38])[CH2:33][CH2:32]1.C(=O)([O-])[O-].[K+].[K+].[O:50]1[CH2:54][CH2:53]OC1=O.O, predict the reaction product. The product is: [OH:50][CH2:54][CH2:53][O:1][C:2]1[CH:29]=[CH:28][C:5]2[C:6](=[O:27])/[C:7](=[CH:9]/[C:10]3[C:18]4[C:13](=[CH:14][CH:15]=[CH:16][CH:17]=4)[N:12]([CH2:19][O:20][CH2:21][CH2:22][Si:23]([CH3:25])([CH3:26])[CH3:24])[N:11]=3)/[O:8][C:4]=2[C:3]=1[CH2:30][N:31]1[CH2:36][CH2:35][N:34]([C:37]([O:39][C:40]([CH3:43])([CH3:42])[CH3:41])=[O:38])[CH2:33][CH2:32]1. (2) Given the reactants [C:1]([C:3]1[C:4]([N:21]2[CH2:26][CH2:25][CH:24]([C:27](O)=[O:28])[CH2:23][CH2:22]2)=[N:5][C:6]([CH2:14][N:15]2[CH2:19][CH2:18][CH2:17][C:16]2=[O:20])=[C:7]([C:9]([O:11][CH2:12][CH3:13])=[O:10])[CH:8]=1)#[N:2].[F:30][C:31]1[CH:36]=[CH:35][C:34]([CH2:37][S:38]([NH2:41])(=[O:40])=[O:39])=[CH:33][CH:32]=1, predict the reaction product. The product is: [C:1]([C:3]1[C:4]([N:21]2[CH2:26][CH2:25][CH:24]([C:27](=[O:28])[NH:41][S:38]([CH2:37][C:34]3[CH:35]=[CH:36][C:31]([F:30])=[CH:32][CH:33]=3)(=[O:40])=[O:39])[CH2:23][CH2:22]2)=[N:5][C:6]([CH2:14][N:15]2[CH2:19][CH2:18][CH2:17][C:16]2=[O:20])=[C:7]([CH:8]=1)[C:9]([O:11][CH2:12][CH3:13])=[O:10])#[N:2].